From a dataset of Catalyst prediction with 721,799 reactions and 888 catalyst types from USPTO. Predict which catalyst facilitates the given reaction. Reactant: C(OC([N:11]1[CH2:15][CH2:14][CH:13]([NH:16][C:17]2[C:22]3[S:23][C:24]([CH3:26])=[CH:25][C:21]=3[N:20]=[C:19]([N:27]3[CH2:33][C:32]4[CH:34]=[CH:35][CH:36]=[CH:37][C:31]=4[S:30](=[O:38])[CH2:29][CH2:28]3)[N:18]=2)[CH2:12]1)=O)C1C=CC=CC=1.[OH-].[K+]. Product: [NH:11]1[CH2:15][CH2:14][CH:13]([NH:16][C:17]2[C:22]3[S:23][C:24]([CH3:26])=[CH:25][C:21]=3[N:20]=[C:19]([N:27]3[CH2:33][C:32]4[CH:34]=[CH:35][CH:36]=[CH:37][C:31]=4[S:30](=[O:38])[CH2:29][CH2:28]3)[N:18]=2)[CH2:12]1. The catalyst class is: 5.